From a dataset of Reaction yield outcomes from USPTO patents with 853,638 reactions. Predict the reaction yield, written as a fraction of the theoretical maximum amount of product (1.0 means a 100% yield; for example, 0.34 means a 34% yield). (1) The reactants are [CH2:1]([N:3]([C:10]1[CH:15]=[CH:14][CH:13]=[CH:12][CH:11]=1)[CH2:4][CH:5]([OH:9])[CH2:6][O:7][CH3:8])[CH3:2].C[N+]1([O-])CCOCC1. The catalyst is ClCCl.C([O-])(O)=O.[Na+].CCC[N+](CCC)(CCC)CCC.[O-][Ru](=O)(=O)=O. The product is [CH2:1]([N:3]([C:10]1[CH:11]=[CH:12][CH:13]=[CH:14][CH:15]=1)[CH2:4][C:5](=[O:9])[CH2:6][O:7][CH3:8])[CH3:2]. The yield is 0.510. (2) The reactants are [CH3:1][C:2]1[N:7]=[C:6]([C:8]([OH:10])=O)[CH:5]=[CH:4][CH:3]=1.[C:11]([C:14]1[C:19]([NH2:20])=[C:18]([CH3:21])[C:17]([O:22][CH3:23])=[CH:16][CH:15]=1)(=[O:13])[CH3:12].N1C=CC=CC=1.O=P(Cl)(Cl)Cl.[OH-].[Na+]. The catalyst is C(Cl)Cl.O. The product is [C:11]([C:14]1[C:19]([NH:20][C:8]([C:6]2[CH:5]=[CH:4][CH:3]=[C:2]([CH3:1])[N:7]=2)=[O:10])=[C:18]([CH3:21])[C:17]([O:22][CH3:23])=[CH:16][CH:15]=1)(=[O:13])[CH3:12]. The yield is 0.860.